From a dataset of Experimentally validated miRNA-target interactions with 360,000+ pairs, plus equal number of negative samples. Binary Classification. Given a miRNA mature sequence and a target amino acid sequence, predict their likelihood of interaction. (1) The miRNA is mmu-miR-467e-5p with sequence AUAAGUGUGAGCAUGUAUAUGU. The protein sequence of the target gene is MEPLSHRGLPRLSWIDTLYSNFSYGAEDYDAEGHEEQKGPPEGSETMPYIDESPTMSPQLSARSQGGGDSVSPTPPEGLAPGVEAGKGLEMRKLVLSGFLASEEIYINQLEALLLPMKPLKATATTSQPVLTIQQIETIFYKIQDIYEIHKEFYDNLCPKVQQWDSQVTMGHLFQKLASQLGVYKAFVDNYKVALETAEKCSQSNNQFQKISEELKVKGPKDSKDSHTSVTMEALLYKPIDRVTRSTLVLHDLLKHTPVDHPDYPLLQDALRISQNFLSSINEDIDPRRTAVTTPKGETR.... Result: 0 (no interaction). (2) The miRNA is hsa-miR-130b-5p with sequence ACUCUUUCCCUGUUGCACUAC. The protein sequence of the target gene is MPRRRKNLGGNPFRKTANPKEVVVSSVASREEPTTTLPSMGETKVDQEELFTSISEIFSDLDPDVVYLMLSECDFKVENAMDCLLELSATDTKIEESSSQSFVASENQVGAAESKIMEKRPEEESEDSKMDSFLDMQLTEDLDSLIQNAFEKLNSSPDDQVYSFLPSQDVNSFNDSSEFINPDSSNMTPIFSTQNMNLNGENLENSGSTLSLNPLPSHSVLNESKCFIKDNTLALESNYPEDSLLSSSLNVASDSIAGCSSLNQKQKELLESECVEAQFSEAPVDLDASEPQACLNLPGL.... Result: 1 (interaction).